This data is from NCI-60 drug combinations with 297,098 pairs across 59 cell lines. The task is: Regression. Given two drug SMILES strings and cell line genomic features, predict the synergy score measuring deviation from expected non-interaction effect. (1) Drug 1: CS(=O)(=O)C1=CC(=C(C=C1)C(=O)NC2=CC(=C(C=C2)Cl)C3=CC=CC=N3)Cl. Drug 2: CC1CCC2CC(C(=CC=CC=CC(CC(C(=O)C(C(C(=CC(C(=O)CC(OC(=O)C3CCCCN3C(=O)C(=O)C1(O2)O)C(C)CC4CCC(C(C4)OC)O)C)C)O)OC)C)C)C)OC. Cell line: COLO 205. Synergy scores: CSS=27.7, Synergy_ZIP=3.89, Synergy_Bliss=10.7, Synergy_Loewe=-25.5, Synergy_HSA=5.31. (2) Drug 1: CCC1=C2CN3C(=CC4=C(C3=O)COC(=O)C4(CC)O)C2=NC5=C1C=C(C=C5)O. Drug 2: N.N.Cl[Pt+2]Cl. Cell line: HOP-62. Synergy scores: CSS=50.1, Synergy_ZIP=2.73, Synergy_Bliss=5.32, Synergy_Loewe=-18.1, Synergy_HSA=0.775.